From a dataset of Reaction yield outcomes from USPTO patents with 853,638 reactions. Predict the reaction yield, written as a fraction of the theoretical maximum amount of product (1.0 means a 100% yield; for example, 0.34 means a 34% yield). The reactants are Br[C:2]1[CH:3]=[C:4]([CH:8]2[O:12][CH2:11][CH2:10][O:9]2)[CH:5]=[CH:6][CH:7]=1.C([Li])CCC.[CH3:18][C:19]([CH3:39])([CH3:38])[CH2:20][C:21]([NH:23][C:24]1[C:25]([CH3:37])=[C:26]([CH3:36])[C:27]2[O:31][C:30]([CH3:33])([CH3:32])[C:29](=[O:34])[C:28]=2[CH:35]=1)=[O:22].O. The catalyst is C1COCC1. The product is [O:9]1[CH2:10][CH2:11][O:12][CH:8]1[C:4]1[CH:3]=[C:2]([C:29]2([OH:34])[C:28]3[CH:35]=[C:24]([NH:23][C:21](=[O:22])[CH2:20][C:19]([CH3:18])([CH3:38])[CH3:39])[C:25]([CH3:37])=[C:26]([CH3:36])[C:27]=3[O:31][C:30]2([CH3:33])[CH3:32])[CH:7]=[CH:6][CH:5]=1. The yield is 0.920.